Dataset: Full USPTO retrosynthesis dataset with 1.9M reactions from patents (1976-2016). Task: Predict the reactants needed to synthesize the given product. (1) The reactants are: C([N:8]1[C:12](=[O:13])[CH:11]=[CH:10][C:9]1=[O:14])C1C=CC=CC=1.C(OCC)(=[O:17])C.I([O-])(=O)(=O)=O.[Na+].[OH2:27]. Given the product [OH:27][C@H:10]1[C@@H:11]([OH:17])[C:12](=[O:13])[NH:8][C:9]1=[O:14], predict the reactants needed to synthesize it. (2) Given the product [Br:1][C:13]1[C:5]([O:4][CH3:3])=[CH:6][C:7]([CH3:14])=[C:8]([CH:12]=1)[C:9]([OH:11])=[O:10], predict the reactants needed to synthesize it. The reactants are: [Br:1]Br.[CH3:3][O:4][C:5]1[CH:13]=[CH:12][C:8]([C:9]([OH:11])=[O:10])=[C:7]([CH3:14])[CH:6]=1. (3) Given the product [C:16]([C:2]1[CH:3]=[CH:4][CH:5]=[CH:6][CH:7]=1)(=[O:23])[C:17]1[CH:22]=[CH:21][CH:20]=[CH:19][CH:18]=1, predict the reactants needed to synthesize it. The reactants are: Br[C:2]1[CH:7]=[CH:6][CH:5]=[CH:4][C:3]=1OCCC.[Cl-].[Al+3].[Cl-].[Cl-].[C:16](Cl)(=[O:23])[C:17]1[CH:22]=[CH:21][CH:20]=[CH:19][CH:18]=1. (4) Given the product [CH:1]1([C@H:7]2[N:12]3[CH:13]=[C:14]([C:19]([OH:25])=[O:20])[C:15]4[CH:16]=[CH:17][CH:18]=[C:10]([C:11]=43)[O:9][CH2:8]2)[CH2:2][CH2:3][CH2:4][CH2:5][CH2:6]1, predict the reactants needed to synthesize it. The reactants are: [CH:1]1([C@H:7]2[N:12]3[CH:13]=[C:14]([C:19](C(F)(F)F)=[O:20])[C:15]4[CH:16]=[CH:17][CH:18]=[C:10]([C:11]=43)[O:9][CH2:8]2)[CH2:6][CH2:5][CH2:4][CH2:3][CH2:2]1.[OH-:25].[Na+].Cl. (5) Given the product [C:1]([N:4]1[C:13]2[C:8](=[CH:9][CH:10]=[CH:11][CH:12]=2)[C@H:7]([NH:14][C:15]2[CH:16]=[CH:17][C:18]([C:19]([OH:21])=[O:20])=[CH:23][CH:24]=2)[C@@H:6]([CH3:25])[C@@H:5]1[CH:26]1[CH2:27][CH2:28]1)(=[O:3])[CH3:2], predict the reactants needed to synthesize it. The reactants are: [C:1]([N:4]1[C:13]2[C:8](=[CH:9][CH:10]=[CH:11][CH:12]=2)[C@H:7]([NH:14][C:15]2[CH:24]=[CH:23][C:18]([C:19]([O:21]C)=[O:20])=[CH:17][CH:16]=2)[C@@H:6]([CH3:25])[C@@H:5]1[CH:26]1[CH2:28][CH2:27]1)(=[O:3])[CH3:2].[OH-].[Na+].Cl.CO. (6) Given the product [NH:20]([C:2]1[CH:7]=[CH:6][N:5]=[C:4]([C@@H:8]([NH:12][C:13](=[O:19])[O:14][C:15]([CH3:18])([CH3:17])[CH3:16])[CH2:9][CH:10]=[CH2:11])[CH:3]=1)[NH2:21], predict the reactants needed to synthesize it. The reactants are: Cl[C:2]1[CH:7]=[CH:6][N:5]=[C:4]([C@@H:8]([NH:12][C:13](=[O:19])[O:14][C:15]([CH3:18])([CH3:17])[CH3:16])[CH2:9][CH:10]=[CH2:11])[CH:3]=1.[NH2:20][NH2:21].[Al]. (7) Given the product [Cl:25][C:26]1[CH:31]=[CH:30][C:29]([C:32]2[NH:13][C:11]3[N:10]([N:9]=[C:8]([C:5]4[CH:4]=[CH:3][C:2]([F:1])=[CH:7][CH:6]=4)[N:12]=3)[C:34](=[O:35])[CH:33]=2)=[CH:28][C:27]=1[O:40][CH3:41], predict the reactants needed to synthesize it. The reactants are: [F:1][C:2]1[CH:7]=[CH:6][C:5]([C:8]2[N:12]=[C:11]([NH2:13])[NH:10][N:9]=2)=[CH:4][CH:3]=1.CC1C=CC(S(O)(=O)=O)=CC=1.[Cl:25][C:26]1[CH:31]=[CH:30][C:29]([C:32](=O)[CH2:33][C:34](OCC)=[O:35])=[CH:28][C:27]=1[O:40][CH3:41]. (8) Given the product [NH2:13][C:5]1([C:10]#[N:11])[CH2:6][CH2:7][N:2]([CH3:1])[CH:3]([CH3:9])[CH2:4]1, predict the reactants needed to synthesize it. The reactants are: [CH3:1][N:2]1[CH2:7][CH2:6][C:5](=O)[CH2:4][CH:3]1[CH3:9].[C-:10]#[N:11].[Na+].[NH4+:13].[Cl-]. (9) Given the product [Br:2][C:3]1[CH:8]=[C:7]2[C:6](=[CH:5][CH:4]=1)[NH:9][CH:11]([CH3:12])[C:13]2([CH2:17][CH3:18])[CH2:14][CH3:15], predict the reactants needed to synthesize it. The reactants are: Cl.[Br:2][C:3]1[CH:8]=[CH:7][C:6]([NH:9]N)=[CH:5][CH:4]=1.[CH2:11]([CH:13]([CH2:17][CH3:18])[C:14](=O)[CH3:15])[CH3:12]. (10) The reactants are: [CH3:1][O:2][C:3]1[CH:8]=[CH:7][C:6]([CH:9]2[CH2:14][CH2:13][O:12][CH2:11][CH2:10]2)=[CH:5][C:4]=1[NH:15][C:16]([C:18]1[NH:19][CH:20]=[CH:21][N:22]=1)=O.COC1C=CC(P2(SP(C3C=CC(OC)=CC=3)(=S)S2)=[S:32])=CC=1.O. Given the product [CH3:1][O:2][C:3]1[CH:8]=[CH:7][C:6]([CH:9]2[CH2:14][CH2:13][O:12][CH2:11][CH2:10]2)=[CH:5][C:4]=1[NH:15][C:16]([C:18]1[NH:19][CH:20]=[CH:21][N:22]=1)=[S:32], predict the reactants needed to synthesize it.